From a dataset of Reaction yield outcomes from USPTO patents with 853,638 reactions. Predict the reaction yield, written as a fraction of the theoretical maximum amount of product (1.0 means a 100% yield; for example, 0.34 means a 34% yield). (1) The reactants are [F:1][C:2]1[CH:32]=[CH:31][C:5]([CH2:6][NH:7][C:8]([C:10]2[N:11]=[C:12]3[N:17]([C:18](=[O:28])[C:19]=2[O:20][CH2:21][C:22]2[CH:27]=[CH:26][CH:25]=[CH:24][CH:23]=2)[CH2:16][CH2:15][O:14][C:13]3([CH3:30])[CH3:29])=[O:9])=[C:4]([C:33]#[C:34][CH2:35][OH:36])[CH:3]=1.C(N(CC)CC)C.[CH3:44][S:45](Cl)(=[O:47])=[O:46]. The catalyst is ClCCl.C(OCC)(=O)C. The product is [CH3:44][S:45]([O:36][CH2:35][C:34]#[C:33][C:4]1[CH:3]=[C:2]([F:1])[CH:32]=[CH:31][C:5]=1[CH2:6][NH:7][C:8]([C:10]1[N:11]=[C:12]2[N:17]([C:18](=[O:28])[C:19]=1[O:20][CH2:21][C:22]1[CH:27]=[CH:26][CH:25]=[CH:24][CH:23]=1)[CH2:16][CH2:15][O:14][C:13]2([CH3:30])[CH3:29])=[O:9])(=[O:47])=[O:46]. The yield is 0.750. (2) The reactants are [CH3:1][O:2][C:3]1[C:4](=[O:18])[C:5]([C:15]([OH:17])=O)=[N:6][N:7]([C:9]2[CH:14]=[CH:13][N:12]=[CH:11][CH:10]=2)[CH:8]=1.C1C=CC2N(O)N=NC=2C=1.CCN=C=NCCCN(C)C.Cl.[CH3:41][NH:42][O:43][CH3:44]. The catalyst is CN(C=O)C. The product is [CH3:44][O:43][N:42]([CH3:41])[C:15]([C:5]1[C:4](=[O:18])[C:3]([O:2][CH3:1])=[CH:8][N:7]([C:9]2[CH:10]=[CH:11][N:12]=[CH:13][CH:14]=2)[N:6]=1)=[O:17]. The yield is 1.00. (3) The reactants are [Br:1][C:2]1[CH:3]=[C:4]([C:8]2([CH2:14][NH2:15])[CH2:13][CH2:12][O:11][CH2:10][CH2:9]2)[CH:5]=[CH:6][CH:7]=1.[F:16][C:17]([F:33])([F:32])[C:18]1[O:22][N:21]=[C:20]([C:23]2[CH:24]=[C:25]([CH:29]=[CH:30][CH:31]=2)[C:26](O)=[O:27])[N:19]=1. No catalyst specified. The product is [Br:1][C:2]1[CH:3]=[C:4]([C:8]2([CH2:14][NH:15][C:26](=[O:27])[C:25]3[CH:29]=[CH:30][CH:31]=[C:23]([C:20]4[N:19]=[C:18]([C:17]([F:33])([F:32])[F:16])[O:22][N:21]=4)[CH:24]=3)[CH2:9][CH2:10][O:11][CH2:12][CH2:13]2)[CH:5]=[CH:6][CH:7]=1. The yield is 0.340. (4) The reactants are [Br:1][C:2]1[CH:3]=[C:4]([C:15]([O:17]CC)=[O:16])[C:5]2[CH:6]=[CH:7][N:8]([CH:11]3[CH2:14][CH2:13][CH2:12]3)[C:9]=2[CH:10]=1.[OH-].[Na+]. The catalyst is CO.C1COCC1. The product is [Br:1][C:2]1[CH:3]=[C:4]([C:15]([OH:17])=[O:16])[C:5]2[CH:6]=[CH:7][N:8]([CH:11]3[CH2:12][CH2:13][CH2:14]3)[C:9]=2[CH:10]=1. The yield is 0.550. (5) The reactants are [N+:1]([C:4]1[CH:12]=[CH:11][CH:10]=[C:9]2[C:5]=1[CH:6]=[N:7][NH:8]2)([O-])=O.[H][H]. The catalyst is [Pd].C(O)C. The product is [NH:8]1[C:9]2[C:5](=[C:4]([NH2:1])[CH:12]=[CH:11][CH:10]=2)[CH:6]=[N:7]1. The yield is 1.00. (6) The reactants are C(O[C:4](=[O:13])[C:5]1[CH:10]=[CH:9][CH:8]=[C:7]([O:11][CH3:12])[CH:6]=1)C.[H-].[Na+].[CH3:16][C:17]#[N:18]. The catalyst is C1(C)C=CC=CC=1. The product is [CH3:12][O:11][C:7]1[CH:6]=[C:5]([C:4](=[O:13])[CH2:16][C:17]#[N:18])[CH:10]=[CH:9][CH:8]=1. The yield is 0.500.